Dataset: Full USPTO retrosynthesis dataset with 1.9M reactions from patents (1976-2016). Task: Predict the reactants needed to synthesize the given product. (1) Given the product [CH2:11]([O:13][C:14](=[O:33])[CH2:15][C:16]1[CH:17]=[C:18]([C:5]2[CH:4]=[CH:3][C:2]([Br:1])=[CH:9][C:6]=2[CH:7]=[O:8])[C:19]([O:22][CH3:23])=[CH:20][CH:21]=1)[CH3:12], predict the reactants needed to synthesize it. The reactants are: [Br:1][C:2]1[CH:3]=[CH:4][C:5](I)=[C:6]([CH:9]=1)[CH:7]=[O:8].[CH2:11]([O:13][C:14](=[O:33])[CH2:15][C:16]1[CH:21]=[CH:20][C:19]([O:22][CH3:23])=[C:18](B2OC(C)(C)C(C)(C)O2)[CH:17]=1)[CH3:12]. (2) Given the product [CH2:25]([NH:28][C:7]1[N:6]=[C:5]([C:9]2[CH:10]=[CH:11][C:12](=[O:18])[N:13]([CH:15]([CH3:17])[CH3:16])[N:14]=2)[C:4]([C:19]2[CH:24]=[CH:23][CH:22]=[CH:21][CH:20]=2)=[N:3][C:2]=1[NH2:1])[CH:26]=[CH2:27], predict the reactants needed to synthesize it. The reactants are: [NH2:1][C:2]1[N:3]=[C:4]([C:19]2[CH:24]=[CH:23][CH:22]=[CH:21][CH:20]=2)[C:5]([C:9]2[CH:10]=[CH:11][C:12](=[O:18])[N:13]([CH:15]([CH3:17])[CH3:16])[N:14]=2)=[N:6][C:7]=1Br.[CH2:25]([NH2:28])[CH:26]=[CH2:27].O. (3) Given the product [Br:1][C:2]1[CH:7]=[C:6]([N+:10]([O-:12])=[O:11])[C:5]([F:8])=[CH:4][C:3]=1[F:9], predict the reactants needed to synthesize it. The reactants are: [Br:1][C:2]1[CH:7]=[CH:6][C:5]([F:8])=[CH:4][C:3]=1[F:9].[N+:10]([O-])([OH:12])=[O:11].CCOCC. (4) Given the product [CH2:51]([O:58][CH2:59][C@H:60]([C@H:61]1[O:65][C:64](=[O:66])[C@H:63]([CH2:67][CH2:68][CH3:69])[CH2:62]1)[OH:34])[C:52]1[CH:57]=[CH:56][CH:55]=[CH:54][CH:53]=1, predict the reactants needed to synthesize it. The reactants are: B([O-])([O-])[O-].B([O-])([O-])[O-].B([O-])([O-])[O-].B([O-])([O-])[O-].[Na+].[Na+].[Na+].[Na+].[Na+].[Na+].[Na+].[Na+].[Na+].[Na+].[Na+].[Na+].C(N(CC(O)=O)CC(O)=O)CN(CC([O-])=O)CC([O-])=[O:34].[Na+].[Na+].[CH2:51]([O:58][CH2:59]/[CH:60]=[CH:61]/[CH2:62][C@@H:63]([CH2:67][CH2:68][CH3:69])[C:64]([OH:66])=[O:65])[C:52]1[CH:57]=[CH:56][CH:55]=[CH:54][CH:53]=1.COCOC.OOS([O-])=O.[K+].C(=O)([O-])[O-].[K+].[K+]. (5) Given the product [CH3:16][O:17][CH2:18][O:19][C:20]1[CH:25]=[C:24]([O:26][CH2:27][O:28][CH3:29])[CH:23]=[CH:22][C:21]=1[CH:30]1[CH2:35][CH2:34][CH2:33][CH:32]([C:36]([NH:3][CH2:1][CH3:2])=[O:38])[CH2:31]1, predict the reactants needed to synthesize it. The reactants are: [CH2:1]([N:3](CC)CC)[CH3:2].C(OC(Cl)=O)C(C)C.[CH3:16][O:17][CH2:18][O:19][C:20]1[CH:25]=[C:24]([O:26][CH2:27][O:28][CH3:29])[CH:23]=[CH:22][C:21]=1[CH:30]1[CH2:35][CH2:34][CH2:33][CH:32]([C:36]([OH:38])=O)[CH2:31]1.C(N)C. (6) Given the product [CH3:14][NH:13][C:11]([C:7]1[CH:6]=[C:5]2[C:10]([C:2]([C:23]3[NH:22][C:30]4[C:25]([CH:24]=3)=[CH:26][C:27]([CH2:31][N:43]3[CH2:48][CH2:47][O:46][CH2:45][CH2:44]3)=[CH:28][CH:29]=4)=[N:3][NH:4]2)=[CH:9][CH:8]=1)=[O:12], predict the reactants needed to synthesize it. The reactants are: I[C:2]1[C:10]2[C:5](=[CH:6][C:7]([C:11]([NH:13][CH3:14])=[O:12])=[CH:8][CH:9]=2)[NH:4][N:3]=1.C(OC([N:22]1[C:30]2[C:25](=[CH:26][C:27]([CH2:31]O[Si](C(C)(C)C)(C)C)=[CH:28][CH:29]=2)[CH:24]=[C:23]1B(O)O)=O)(C)(C)C.[NH:43]1[CH2:48][CH2:47][O:46][CH2:45][CH2:44]1.C(O[BH-](OC(=O)C)OC(=O)C)(=O)C.[Na+]. (7) Given the product [Cl:9][C:10]1[CH:15]=[CH:14][C:13]([C:3]2[C:2]([NH2:1])=[CH:7][CH:6]=[CH:5][CH:4]=2)=[CH:12][CH:11]=1.[Cl:9][C:10]1[CH:15]=[CH:14][C:13]([C:5]2[CH:6]=[CH:7][C:2]([NH2:1])=[CH:3][CH:4]=2)=[CH:12][CH:11]=1, predict the reactants needed to synthesize it. The reactants are: [NH2:1][C:2]1[CH:7]=[CH:6][CH:5]=[CH:4][CH:3]=1.[Cl-].[Cl:9][C:10]1[CH:15]=[CH:14][C:13]([N+]#N)=[CH:12][CH:11]=1. (8) Given the product [Br:1][C:2]1[CH:9]=[CH:8][C:5]([CH2:6][N:14]2[CH2:13][CH2:12][N:11]([C:17]([O:19][C:20]([CH3:23])([CH3:22])[CH3:21])=[O:18])[CH2:16][CH2:15]2)=[C:4]([F:10])[CH:3]=1, predict the reactants needed to synthesize it. The reactants are: [Br:1][C:2]1[CH:9]=[CH:8][C:5]([CH:6]=O)=[C:4]([F:10])[CH:3]=1.[N:11]1([C:17]([O:19][C:20]([CH3:23])([CH3:22])[CH3:21])=[O:18])[CH2:16][CH2:15][NH:14][CH2:13][CH2:12]1.C(N(CC)CC)C.C(O[BH-](OC(=O)C)OC(=O)C)(=O)C.[Na+]. (9) The reactants are: [NH2:1][C@H:2]([C:15]([NH:17][C:18](OCC1C2C(=CC=CC=2)C2C1=CC=CC=2)=O)=[O:16])[CH2:3][CH2:4][CH2:5][NH:6][NH:7][C:8]([O:10][C:11]([CH3:14])([CH3:13])[CH3:12])=[O:9]. Given the product [CH3:18][N:17]1[CH2:15][CH2:2][CH2:3][CH2:4]1.[NH2:1][C@H:2]([C:15]([NH2:17])=[O:16])[CH2:3][CH2:4][CH2:5][NH:6][NH:7][C:8]([O:10][C:11]([CH3:12])([CH3:13])[CH3:14])=[O:9], predict the reactants needed to synthesize it. (10) Given the product [ClH:7].[NH2:4][CH2:8][C:9]([CH2:10][C:11]1[CH:16]=[CH:15][CH:14]=[C:13]([C:17]([F:20])([F:19])[F:18])[CH:12]=1)=[O:21], predict the reactants needed to synthesize it. The reactants are: [Na+].C([N-:4]C=O)=O.[Cl:7][CH2:8][C:9](=[O:21])[CH2:10][C:11]1[CH:16]=[CH:15][CH:14]=[C:13]([C:17]([F:20])([F:19])[F:18])[CH:12]=1.